From a dataset of Forward reaction prediction with 1.9M reactions from USPTO patents (1976-2016). Predict the product of the given reaction. (1) Given the reactants Br[C:2]1[CH:7]=[CH:6][C:5](/[CH:8]=[CH:9]/[C:10]2[N:11]([CH2:23][CH3:24])[CH:12]=[C:13]([C:15]3[CH:20]=[CH:19][C:18]([Cl:21])=[CH:17][C:16]=3[Cl:22])[N:14]=2)=[CH:4][CH:3]=1.[C:25]([C:28]1[CH:33]=[CH:32][C:31](B(O)O)=[CH:30][CH:29]=1)([OH:27])=[O:26], predict the reaction product. The product is: [Cl:22][C:16]1[CH:17]=[C:18]([Cl:21])[CH:19]=[CH:20][C:15]=1[C:13]1[N:14]=[C:10](/[CH:9]=[CH:8]/[C:5]2[CH:6]=[CH:7][C:2]([C:31]3[CH:32]=[CH:33][C:28]([C:25]([OH:27])=[O:26])=[CH:29][CH:30]=3)=[CH:3][CH:4]=2)[N:11]([CH2:23][CH3:24])[CH:12]=1. (2) Given the reactants [F:1][C:2]1[CH:15]=[CH:14][C:5]([O:6][C:7]2[CH:13]=[CH:12][C:10]([NH2:11])=[CH:9][CH:8]=2)=[CH:4][CH:3]=1.[C:16]([NH:19][CH2:20][CH2:21][CH2:22][C@H:23]([NH:27]C(OC(C)(C)C)=O)[C:24](O)=[O:25])(=[O:18])[CH3:17], predict the reaction product. The product is: [C:16]([NH:19][CH2:20][CH2:21][CH2:22][C@H:23]([NH2:27])[C:24]([NH:11][C:10]1[CH:12]=[CH:13][C:7]([O:6][C:5]2[CH:14]=[CH:15][C:2]([F:1])=[CH:3][CH:4]=2)=[CH:8][CH:9]=1)=[O:25])(=[O:18])[CH3:17]. (3) Given the reactants [CH3:1][NH:2][C:3]1[C:8]([NH:9][C:10]([C:12]2[CH:13]=[N:14][CH:15]=[CH:16][C:17]=2[S:18][CH2:19][CH3:20])=O)=[CH:7][C:6]([C:21]([F:24])([F:23])[F:22])=[CH:5][N:4]=1.C(=O)(O)[O-].[Na+], predict the reaction product. The product is: [CH2:19]([S:18][C:17]1[CH:16]=[CH:15][N:14]=[CH:13][C:12]=1[C:10]1[N:2]([CH3:1])[C:3]2=[N:4][CH:5]=[C:6]([C:21]([F:24])([F:23])[F:22])[CH:7]=[C:8]2[N:9]=1)[CH3:20]. (4) Given the reactants [F-:1].[Cs+].Cl[CH2:4][S:5][C:6]1[CH:11]=[CH:10][C:9]([CH3:12])=[CH:8][CH:7]=1, predict the reaction product. The product is: [F:1][CH2:4][S:5][C:6]1[CH:11]=[CH:10][C:9]([CH3:12])=[CH:8][CH:7]=1. (5) Given the reactants FC(F)(F)[C:3](O)=[O:4].C(OC(=O)[NH:14][CH:15]1[CH2:20][CH2:19][N:18]([C:21]2[CH:26]=[CH:25][N:24]=[C:23]3[NH:27][C:28](=[O:31])[C:29](=[O:30])[C:22]=23)[CH2:17][CH2:16]1)(C)(C)C, predict the reaction product. The product is: [NH3:14].[CH3:3][OH:4].[NH2:14][CH:15]1[CH2:16][CH2:17][N:18]([C:21]2[CH:26]=[CH:25][N:24]=[C:23]3[NH:27][C:28](=[O:31])[C:29](=[O:30])[C:22]=23)[CH2:19][CH2:20]1. (6) Given the reactants [CH3:1][O:2][C:3]1[CH:11]=[CH:10][C:9]([N+:12]([O-:14])=[O:13])=[CH:8][C:4]=1[C:5]([OH:7])=O.[C:15]([C:17]1[CH:22]=[CH:21][C:20]([CH:23]2[CH2:28][CH2:27][NH:26][CH2:25][CH2:24]2)=[CH:19][CH:18]=1)#[N:16], predict the reaction product. The product is: [CH3:1][O:2][C:3]1[CH:11]=[CH:10][C:9]([N+:12]([O-:14])=[O:13])=[CH:8][C:4]=1[C:5]([N:26]1[CH2:27][CH2:28][CH:23]([C:20]2[CH:21]=[CH:22][C:17]([C:15]#[N:16])=[CH:18][CH:19]=2)[CH2:24][CH2:25]1)=[O:7]. (7) The product is: [CH3:15][N:14]([CH3:16])[CH:11]1[CH2:12][CH2:13][N:8]([C:4]2[CH:3]=[C:2]([B:17]([OH:21])[OH:18])[CH:7]=[CH:6][N:5]=2)[CH2:9][CH2:10]1. Given the reactants Br[C:2]1[CH:7]=[CH:6][N:5]=[C:4]([N:8]2[CH2:13][CH2:12][CH:11]([N:14]([CH3:16])[CH3:15])[CH2:10][CH2:9]2)[CH:3]=1.[B:17]1(B2OC(C)(C)C(C)(C)O2)[O:21]C(C)(C)C(C)(C)[O:18]1.C([O-])(=O)C.[K+], predict the reaction product. (8) Given the reactants [CH2:1]([O:3][CH:4]([O:12][CH2:13][CH3:14])[CH2:5][O:6][CH2:7][CH2:8][CH2:9][CH2:10][OH:11])[CH3:2].[CH2:15]([C:17]1[CH:22]=[C:21]([O:23][C:24](=[O:31])[C:25]2[CH:30]=[CH:29][CH:28]=[CH:27][CH:26]=2)[CH:20]=[C:19]([CH2:32][CH3:33])[C:18]=1O)[CH3:16].C1(P(C2C=CC=CC=2)C2C=CC=CC=2)C=CC=CC=1.N(C(OC(C)C)=O)=NC(OC(C)C)=O, predict the reaction product. The product is: [CH2:15]([C:17]1[CH:22]=[C:21]([O:23][C:24](=[O:31])[C:25]2[CH:30]=[CH:29][CH:28]=[CH:27][CH:26]=2)[CH:20]=[C:19]([CH2:32][CH3:33])[C:18]=1[O:11][CH2:10][CH2:9][CH2:8][CH2:7][O:6][CH2:5][CH:4]([O:3][CH2:1][CH3:2])[O:12][CH2:13][CH3:14])[CH3:16]. (9) Given the reactants C[O:2][C:3]([C:5]1[C:14](C(OC)=O)=[C:8]2[C:9]([NH2:13])=[CH:10][CH:11]=[CH:12][N:7]2[N:6]=1)=[O:4].[OH-].[Na+].Cl, predict the reaction product. The product is: [NH2:13][C:9]1[C:8]2[N:7]([N:6]=[C:5]([C:3]([OH:4])=[O:2])[CH:14]=2)[CH:12]=[CH:11][CH:10]=1. (10) Given the reactants [CH3:1][O:2][C:3]1[CH:4]=[C:5]([C:11]2[N:16]=[C:15]([C:17]#[N:18])[C:14]([N+:19]([O-])=O)=[CH:13][CH:12]=2)[CH:6]=[CH:7][C:8]=1[O:9][CH3:10].[OH-].[NH4+], predict the reaction product. The product is: [NH2:19][C:14]1[C:15]([C:17]#[N:18])=[N:16][C:11]([C:5]2[CH:6]=[CH:7][C:8]([O:9][CH3:10])=[C:3]([O:2][CH3:1])[CH:4]=2)=[CH:12][CH:13]=1.